From a dataset of Forward reaction prediction with 1.9M reactions from USPTO patents (1976-2016). Predict the product of the given reaction. Given the reactants Cl[C:2]1[N:3]=[C:4]2[CH:9]=[CH:8][C:7]([C:10]3[CH:11]=[C:12]([CH2:16][OH:17])[CH:13]=[CH:14][CH:15]=3)=[CH:6][N:5]2[CH:18]=1.[N:19]1[C:28]2[C:23](=[CH:24][CH:25]=[CH:26][CH:27]=2)[CH:22]=[C:21](B(O)O)[CH:20]=1.C1(P(C2CCCCC2)C2C=CC=CC=2C2C(OC)=CC=CC=2OC)CCCCC1.[O-]P([O-])([O-])=O.[K+].[K+].[K+], predict the reaction product. The product is: [N:19]1[C:28]2[C:23](=[CH:24][CH:25]=[CH:26][CH:27]=2)[CH:22]=[C:21]([C:2]2[N:3]=[C:4]3[CH:9]=[CH:8][C:7]([C:10]4[CH:11]=[C:12]([CH2:16][OH:17])[CH:13]=[CH:14][CH:15]=4)=[CH:6][N:5]3[CH:18]=2)[CH:20]=1.